From a dataset of Volume of distribution at steady state (VDss) regression data from Lombardo et al.. Regression/Classification. Given a drug SMILES string, predict its absorption, distribution, metabolism, or excretion properties. Task type varies by dataset: regression for continuous measurements (e.g., permeability, clearance, half-life) or binary classification for categorical outcomes (e.g., BBB penetration, CYP inhibition). For this dataset (vdss_lombardo), we predict log10(VDss) (log10 of volume of distribution in L/kg). (1) The molecule is CCC(C)CC(C)CCCCCCCCC(=O)NC1CC(O)C(NCC[NH3+])NC(=O)C2C(O)CCN2C(=O)C(C(O)CC[NH3+])NC(=O)C(C(O)C(O)c2ccc(O)cc2)NC(=O)C2CC(O)CN2C(=O)C(C(C)O)NC1=O. The log10(VDss) is -0.890. (2) The molecule is CC1(C)C(/C=C/C=C/C=C/C=C2\N(CCCCS(=O)(=O)[O-])c3ccc4ccccc4c3C2(C)C)=[N+](CCCCS(=O)(=O)[O-])c2ccc3ccccc3c21. The log10(VDss) is -1.40.